Predict which catalyst facilitates the given reaction. From a dataset of Catalyst prediction with 721,799 reactions and 888 catalyst types from USPTO. (1) Reactant: [CH3:1][O:2][C:3]([C:5]1[S:6][C:7]([C:27]#[C:28][C:29]([CH3:32])([CH3:31])[CH3:30])=[CH:8][C:9]=1[N:10]([C:18]([CH:20]1[CH2:25][CH2:24][CH:23]([CH3:26])[CH2:22][CH2:21]1)=[O:19])[NH:11][C:12](=[O:17])[C:13]([F:16])([F:15])[F:14])=[O:4].[CH3:33]I. Product: [CH3:1][O:2][C:3]([C:5]1[S:6][C:7]([C:27]#[C:28][C:29]([CH3:31])([CH3:30])[CH3:32])=[CH:8][C:9]=1[N:10]([C:18]([CH:20]1[CH2:21][CH2:22][CH:23]([CH3:26])[CH2:24][CH2:25]1)=[O:19])[N:11]([CH3:33])[C:12](=[O:17])[C:13]([F:16])([F:14])[F:15])=[O:4]. The catalyst class is: 49. (2) Product: [CH2:1]([O:8][CH2:9][C:10]1[O:14][N:13]=[C:12]([C:15]([NH2:25])=[O:17])[CH:11]=1)[C:2]1[CH:7]=[CH:6][CH:5]=[CH:4][CH:3]=1. The catalyst class is: 22. Reactant: [CH2:1]([O:8][CH2:9][C:10]1[O:14][N:13]=[C:12]([C:15]([OH:17])=O)[CH:11]=1)[C:2]1[CH:7]=[CH:6][CH:5]=[CH:4][CH:3]=1.O1CCOCC1C[NH2:25].ON1C2C=CC=CC=2N=N1.Cl.C(N=C=NCCCN(C)C)C. (3) Reactant: [CH:1]([N:14]1[CH2:18][CH2:17][CH:16]([CH2:19][NH2:20])[CH2:15]1)([C:8]1[CH:13]=[CH:12][CH:11]=[CH:10][CH:9]=1)[C:2]1[CH:7]=[CH:6][CH:5]=[CH:4][CH:3]=1.[C:21]1([CH:27]([C:32]2[CH:37]=[CH:36][CH:35]=[CH:34][CH:33]=2)[CH2:28][C:29](O)=[O:30])[CH:26]=[CH:25][CH:24]=[CH:23][CH:22]=1.C(Cl)CCl. Product: [CH:1]([N:14]1[CH2:18][CH2:17][CH:16]([CH2:19][NH:20][C:29](=[O:30])[CH2:28][CH:27]([C:21]2[CH:26]=[CH:25][CH:24]=[CH:23][CH:22]=2)[C:32]2[CH:37]=[CH:36][CH:35]=[CH:34][CH:33]=2)[CH2:15]1)([C:8]1[CH:13]=[CH:12][CH:11]=[CH:10][CH:9]=1)[C:2]1[CH:3]=[CH:4][CH:5]=[CH:6][CH:7]=1. The catalyst class is: 64. (4) Reactant: [NH2:1][C:2]1[CH:7]=[C:6]([O:8][C:9]2[CH:14]=[CH:13][C:12]([NH:15][C:16]([C:18]3([C:21]([NH:23][C:24]4[CH:29]=[CH:28][C:27]([F:30])=[CH:26][CH:25]=4)=[O:22])[CH2:20][CH2:19]3)=[O:17])=[C:11]([F:31])[CH:10]=2)[CH:5]=[CH:4][N:3]=1.C(N(CC)CC)C.Cl[C:40](OC1C=CC=CC=1)=[O:41].FC(F)(F)C(O)=O.[OH:56][CH2:57][CH:58]1[CH2:61][NH:60][CH2:59]1. Product: [F:31][C:11]1[CH:10]=[C:9]([O:8][C:6]2[CH:5]=[CH:4][N:3]=[C:2]([NH:1][C:40]([N:60]3[CH2:61][CH:58]([CH2:57][OH:56])[CH2:59]3)=[O:41])[CH:7]=2)[CH:14]=[CH:13][C:12]=1[NH:15][C:16]([C:18]1([C:21]([NH:23][C:24]2[CH:25]=[CH:26][C:27]([F:30])=[CH:28][CH:29]=2)=[O:22])[CH2:20][CH2:19]1)=[O:17]. The catalyst class is: 7.